From a dataset of Peptide-MHC class I binding affinity with 185,985 pairs from IEDB/IMGT. Regression. Given a peptide amino acid sequence and an MHC pseudo amino acid sequence, predict their binding affinity value. This is MHC class I binding data. (1) The peptide sequence is LAAPCRNAL. The MHC is HLA-A31:01 with pseudo-sequence HLA-A31:01. The binding affinity (normalized) is 0.0847. (2) The peptide sequence is YYPIPEAEIS. The MHC is Mamu-A01 with pseudo-sequence Mamu-A01. The binding affinity (normalized) is 0.978. (3) The binding affinity (normalized) is 0.327. The MHC is HLA-A02:01 with pseudo-sequence HLA-A02:01. The peptide sequence is SNPNLFWAV.